Dataset: Forward reaction prediction with 1.9M reactions from USPTO patents (1976-2016). Task: Predict the product of the given reaction. (1) Given the reactants [OH:1][CH:2]([C:4]1[CH:9]=[CH:8][C:7]([C:10]2[C:31]([CH2:32][CH2:33][CH2:34][N:35]3[CH2:40][CH2:39][CH2:38][CH2:37][CH2:36]3)=[C:13]3[CH:14]=[C:15]([C:18]([N:20]([CH2:26][CH2:27][CH:28]([CH3:30])[CH3:29])[CH2:21][CH2:22][CH:23]([CH3:25])[CH3:24])=[O:19])[CH:16]=[CH:17][N:12]3[N:11]=2)=[CH:6][CH:5]=1)[CH3:3], predict the reaction product. The product is: [C:2]([C:4]1[CH:5]=[CH:6][C:7]([C:10]2[C:31]([CH2:32][CH2:33][CH2:34][N:35]3[CH2:40][CH2:39][CH2:38][CH2:37][CH2:36]3)=[C:13]3[CH:14]=[C:15]([C:18]([N:20]([CH2:21][CH2:22][CH:23]([CH3:25])[CH3:24])[CH2:26][CH2:27][CH:28]([CH3:30])[CH3:29])=[O:19])[CH:16]=[CH:17][N:12]3[N:11]=2)=[CH:8][CH:9]=1)(=[O:1])[CH3:3]. (2) Given the reactants [CH:1]1[CH:5]=[C:4]([C:6]([CH2:8][CH2:9][CH2:10]Cl)=[O:7])[S:3][CH:2]=1.[CH2:12]1[C:21]2[C:16](=[CH:17][CH:18]=[CH:19][CH:20]=2)[CH2:15][CH2:14][NH:13]1, predict the reaction product. The product is: [O:7]=[C:6]([C:4]1[S:3][CH:2]=[CH:1][CH:5]=1)[CH2:8][CH2:9][CH2:10][N:13]1[CH2:14][CH2:15][C:16]2[C:21](=[CH:20][CH:19]=[CH:18][CH:17]=2)[CH2:12]1.